Dataset: Reaction yield outcomes from USPTO patents with 853,638 reactions. Task: Predict the reaction yield, written as a fraction of the theoretical maximum amount of product (1.0 means a 100% yield; for example, 0.34 means a 34% yield). (1) The reactants are [C:1]([NH:8][C@H:9]([C:19]([OH:21])=[O:20])[CH2:10][C:11]1[CH:16]=[CH:15][C:14]([O:17][CH3:18])=[CH:13][CH:12]=1)([O:3][C:4]([CH3:7])([CH3:6])[CH3:5])=[O:2].C(N(CC)CC)C.ClC(O[CH2:33][C:34]1[CH:39]=[CH:38][CH:37]=[CH:36][CH:35]=1)=O. The catalyst is ClCCl.CN(C)C1C=CN=CC=1. The product is [CH2:33]([O:20][C:19](=[O:21])[C@@H:9]([NH:8][C:1]([O:3][C:4]([CH3:5])([CH3:7])[CH3:6])=[O:2])[CH2:10][C:11]1[CH:12]=[CH:13][C:14]([O:17][CH3:18])=[CH:15][CH:16]=1)[C:34]1[CH:39]=[CH:38][CH:37]=[CH:36][CH:35]=1. The yield is 0.960. (2) The reactants are [N:1]1[CH:6]=[CH:5][CH:4]=[C:3]([C:7]2[CH:12]=[CH:11][C:10]([C:13]3[O:14][C:15]4[C:21]([C:22](OC)=[O:23])=[CH:20][CH:19]=[CH:18][C:16]=4[N:17]=3)=[CH:9][CH:8]=2)[CH:2]=1.[NH3:26]. The catalyst is CO. The product is [N:1]1[CH:6]=[CH:5][CH:4]=[C:3]([C:7]2[CH:8]=[CH:9][C:10]([C:13]3[O:14][C:15]4[C:21]([C:22]([NH2:26])=[O:23])=[CH:20][CH:19]=[CH:18][C:16]=4[N:17]=3)=[CH:11][CH:12]=2)[CH:2]=1. The yield is 0.960. (3) The reactants are [O:1]1[CH:5]=[CH:4][CH2:3][CH:2]1[C:6]1[CH:7]=[C:8]([CH:11]=[CH:12][CH:13]=1)[CH:9]=[O:10].N1C(C)=CC=CC=1C.[H][H]. The catalyst is [Pd].C1COCC1. The product is [O:1]1[CH2:5][CH2:4][CH2:3][CH:2]1[C:6]1[CH:7]=[C:8]([CH2:9][OH:10])[CH:11]=[CH:12][CH:13]=1. The yield is 0.700. (4) The reactants are [Si](O[CH:9]1[CH:22](O[Si](C(C)(C)C)(C)C)[C:21]2[C:20](=[O:31])[C:19](=[O:32])[CH:18]=[CH:17][C:16]=2[C:15]2[C:10]1=[CH:11][CH:12]=[CH:13][CH:14]=2)(C(C)(C)C)(C)C.O1CCCC1.[F-].C([N+](CCCC)(CCCC)CCCC)CCC. The catalyst is C(O)(=O)C. The product is [C:20]1(=[O:31])[C:21]2[CH:22]=[CH:9][C:10]3[C:15](=[CH:14][CH:13]=[CH:12][CH:11]=3)[C:16]=2[CH:17]=[CH:18][C:19]1=[O:32]. The yield is 0.750. (5) The reactants are O.Cl.[CH3:3][O:4][C:5](=[O:15])[C@H:6]([CH2:8][C:9]1[CH:14]=[CH:13][CH:12]=[CH:11][CH:10]=1)[NH2:7].[C:16](=[O:19])([O-])[O-:17].[Na+].[Na+]. The catalyst is CO. The product is [CH3:3][O:4][C:5](=[O:15])[C@H:6]([CH2:8][C:9]1[CH:14]=[CH:13][CH:12]=[CH:11][CH:10]=1)[NH:7][C:16]([O:17][C:9]([CH3:14])([CH3:10])[CH3:8])=[O:19]. The yield is 0.950.